Task: Predict the product of the given reaction.. Dataset: Forward reaction prediction with 1.9M reactions from USPTO patents (1976-2016) (1) Given the reactants Cl.[NH2:2][CH:3]1[CH2:8][CH2:7][C:6]([CH3:9])=[CH:5][CH2:4]1.N1C=CC=CC=1.Cl.[N:17]1[CH:22]=[CH:21][C:20]([C:23](Cl)=[O:24])=[CH:19][CH:18]=1.O, predict the reaction product. The product is: [N:17]1[CH:22]=[CH:21][C:20]([C:23]([NH:2][CH:3]2[CH2:8][CH2:7][C:6]([CH3:9])=[CH:5][CH2:4]2)=[O:24])=[CH:19][CH:18]=1. (2) Given the reactants [CH:1](=O)/[CH:2]=[CH:3]/[CH3:4].[C:6]1([S:12]([C:15]#[N:16])(=[O:14])=[O:13])[CH:11]=[CH:10][CH:9]=[CH:8][CH:7]=1.C1(C)C=CC=CC=1.P(OCCCC)(OCCCC)(OCCCC)=O, predict the reaction product. The product is: [C:6]1([S:12]([C:15]2[CH:4]=[CH:3][CH:2]=[CH:1][N:16]=2)(=[O:13])=[O:14])[CH:7]=[CH:8][CH:9]=[CH:10][CH:11]=1. (3) Given the reactants Cl[C:2]1[N:7]=[CH:6][N:5]=[C:4]([NH:8][C:9]2[CH:10]=[C:11]([CH2:15][C:16]([NH2:18])=[O:17])[CH:12]=[CH:13][CH:14]=2)[N:3]=1.CCN(C(C)C)C(C)C.[Br:28][C:29]1[CH:30]=[C:31]([CH:33]=[CH:34][CH:35]=1)[NH2:32], predict the reaction product. The product is: [Br:28][C:29]1[CH:30]=[C:31]([NH:32][C:2]2[N:7]=[CH:6][N:5]=[C:4]([NH:8][C:9]3[CH:10]=[C:11]([CH2:15][C:16]([NH2:18])=[O:17])[CH:12]=[CH:13][CH:14]=3)[N:3]=2)[CH:33]=[CH:34][CH:35]=1.